Task: Predict the reactants needed to synthesize the given product.. Dataset: Full USPTO retrosynthesis dataset with 1.9M reactions from patents (1976-2016) (1) Given the product [NH2:35][C@@H:11]1[CH2:12][CH2:13][C@@H:9]([NH:8][C:5]2[CH:4]=[C:3]([C:15]3[CH:20]=[CH:19][CH:18]=[C:17]([NH:21][CH2:22][C:23]4[CH:28]=[CH:27][CH:26]=[C:25]([F:29])[CH:24]=4)[N:16]=3)[C:2]([Cl:1])=[CH:7][N:6]=2)[CH2:10]1, predict the reactants needed to synthesize it. The reactants are: [Cl:1][C:2]1[C:3]([C:15]2[CH:20]=[CH:19][CH:18]=[C:17]([NH:21][CH2:22][C:23]3[CH:28]=[CH:27][CH:26]=[C:25]([F:29])[CH:24]=3)[N:16]=2)=[CH:4][C:5]([NH:8][C@@H:9]2[CH2:13][CH2:12][C@H:11](O)[CH2:10]2)=[N:6][CH:7]=1.ClC1C(C2C=CC=C(NCC3C=CC=C(F)C=3)N=2)=CC(F)=[N:35]C=1.N[C@@H]1CC[C@H](O)C1.C(N(CC)CC)C. (2) Given the product [NH2:76][C:19]1[C:6]([C:67]2[CH:68]=[CH:69][C:70]([NH:71][C:55]([C:46]3[C:45](=[O:58])[C:44]([C:41]4[CH:42]=[CH:43][C:38]([F:37])=[CH:39][CH:40]=4)=[CH:49][N:48]([CH2:50][C:51]([F:53])([F:54])[F:52])[CH:47]=3)=[O:57])=[CH:72][CH:73]=2)=[C:4]([O:3][CH3:2])[CH:29]=[CH:28][N:20]=1, predict the reactants needed to synthesize it. The reactants are: C[CH2:2][O:3][C:4]([C:6]([C:19]#[N:20])=NOC(N1CCOCC1)=[N+](C)C)=O.F[P-](F)(F)(F)(F)F.[CH3:28][CH2:29]N(C(C)C)C(C)C.[F:37][C:38]1[CH:43]=[CH:42][C:41]([C:44]2[C:45](=[O:58])[C:46]([C:55]([OH:57])=O)=[CH:47][N:48]([CH2:50][C:51]([F:54])([F:53])[F:52])[CH:49]=2)=[CH:40][CH:39]=1.CC1(C)C(C)(C)OB([C:67]2[CH:73]=[CH:72][C:70]([NH2:71])=[CH:69][CH:68]=2)O1.C[N:76](C=O)C. (3) The reactants are: [Cl:1][C:2]1[CH:3]=[C:4]([CH:21]=[C:22]([Cl:25])[C:23]=1[OH:24])[C:5]([N:7]1[C:12]2[CH:13]=[C:14]([C:17]([O:19]C)=[O:18])[CH:15]=[CH:16][C:11]=2[O:10][CH2:9][CH2:8]1)=[O:6].[OH-].[Na+]. Given the product [Cl:1][C:2]1[CH:3]=[C:4]([CH:21]=[C:22]([Cl:25])[C:23]=1[OH:24])[C:5]([N:7]1[C:12]2[CH:13]=[C:14]([C:17]([OH:19])=[O:18])[CH:15]=[CH:16][C:11]=2[O:10][CH2:9][CH2:8]1)=[O:6], predict the reactants needed to synthesize it. (4) Given the product [CH2:15]([O:14][C@@H:13]1[C@@H:12]([O:22][CH2:23][C:24]2[CH:25]=[CH:26][CH:27]=[CH:28][CH:29]=2)[C@H:11]([CH3:30])[O:10][C@@H:9]([O:31][C@@H:32]2[C@H:41]([O:42][CH2:43][C:44]3[CH:45]=[CH:46][CH:47]=[CH:48][CH:49]=3)[C@@H:40]([O:50][CH2:51][C:52]3[CH:53]=[CH:54][CH:55]=[CH:56][CH:57]=3)[C@H:39]([CH3:58])[O:38][C@H:33]2[O:34][CH2:35][CH:36]=[CH2:37])[C@@H:8]1[OH:7])[C:16]1[CH:17]=[CH:18][CH:19]=[CH:20][CH:21]=1, predict the reactants needed to synthesize it. The reactants are: C[O-].[Na+].C([O:7][C@@H:8]1[C@H:13]([O:14][CH2:15][C:16]2[CH:21]=[CH:20][CH:19]=[CH:18][CH:17]=2)[C@@H:12]([O:22][CH2:23][C:24]2[CH:29]=[CH:28][CH:27]=[CH:26][CH:25]=2)[C@H:11]([CH3:30])[O:10][C@H:9]1[O:31][C@@H:32]1[C@H:41]([O:42][CH2:43][C:44]2[CH:49]=[CH:48][CH:47]=[CH:46][CH:45]=2)[C@@H:40]([O:50][CH2:51][C:52]2[CH:57]=[CH:56][CH:55]=[CH:54][CH:53]=2)[C@H:39]([CH3:58])[O:38][C@H:33]1[O:34][CH2:35][CH:36]=[CH2:37])(=O)C. (5) Given the product [F:1][C:2]1[CH:7]=[CH:6][C:5]([CH:22]=[O:23])=[C:4]([OH:8])[C:3]=1[OH:9], predict the reactants needed to synthesize it. The reactants are: [F:1][C:2]1[CH:7]=[CH:6][CH:5]=[C:4]([OH:8])[C:3]=1[OH:9].[Cl-].[Mg+2].[Cl-].C=O.C(N(CC)CC)C.[C:22]([O-])([O-])=[O:23].[Cs+].[Cs+].CI.B(Cl)(Cl)Cl.B(Br)(Br)Br. (6) Given the product [Cl:19][C:16]1[CH:17]=[CH:18][C:13]([S:12][C:4]2[N:3]=[C:2]([N:22]3[C:21]([CH3:20])=[CH:25][C:24]([CH3:26])=[N:23]3)[N:10]=[C:9]3[C:5]=2[N:6]=[CH:7][N:8]3[CH3:11])=[CH:14][CH:15]=1, predict the reactants needed to synthesize it. The reactants are: Cl[C:2]1[N:10]=[C:9]2[C:5]([N:6]=[CH:7][N:8]2[CH3:11])=[C:4]([S:12][C:13]2[CH:18]=[CH:17][C:16]([Cl:19])=[CH:15][CH:14]=2)[N:3]=1.[CH3:20][C:21]1[CH:25]=[C:24]([CH3:26])[NH:23][N:22]=1. (7) Given the product [CH3:30][C:2](=[CH2:1])[C:3]([N:5]1[C@@:9]2([CH2:13][CH2:12][N:11]([C@@H:14]([C:19]([OH:21])=[O:20])[CH2:15][CH:16]([CH3:18])[CH3:17])[C:10]2=[O:29])[CH2:8][CH2:7][CH2:6]1)=[O:4], predict the reactants needed to synthesize it. The reactants are: [CH3:1][C:2](=[CH2:30])[C:3]([N:5]1[C@@:9]2([CH2:13][CH2:12][N:11]([C@@H:14]([C:19]([O:21]CC3C=CC=CC=3)=[O:20])[CH2:15][CH:16]([CH3:18])[CH3:17])[C:10]2=[O:29])[CH2:8][CH2:7][CH2:6]1)=[O:4].O.